Dataset: Forward reaction prediction with 1.9M reactions from USPTO patents (1976-2016). Task: Predict the product of the given reaction. (1) Given the reactants [Br:1][C:2]1[CH:3]=[C:4]([NH:9][S:10]([N:13]2[CH2:17][CH2:16]O[C:14]2=O)(=[O:12])=[O:11])[C:5]([CH3:8])=[N:6][CH:7]=1.ClCCCl.CN[C:25]1[CH:30]=CC=[CH:27][CH:26]=1, predict the reaction product. The product is: [Br:1][C:2]1[CH:3]=[C:4]([NH:9][S:10](=[O:12])(=[O:11])[N:13]([CH3:14])[C:17]2[CH:16]=[CH:27][CH:26]=[CH:25][CH:30]=2)[C:5]([CH3:8])=[N:6][CH:7]=1. (2) The product is: [CH:4]([CH:6]1[C:10]2([CH2:11][CH2:12][N:13]([C:16]([O:18][C:19]([CH3:20])([CH3:22])[CH3:21])=[O:17])[CH2:14][CH2:15]2)[CH2:9][CH2:8][C:7]1=[O:23])=[O:1]. Given the reactants [O:1]=[O+][O-].[CH:4]([CH:6]1[C:10]2([CH2:15][CH2:14][N:13]([C:16]([O:18][C:19]([CH3:22])([CH3:21])[CH3:20])=[O:17])[CH2:12][CH2:11]2)[CH2:9][CH2:8][C:7]1=[O:23])=C, predict the reaction product. (3) Given the reactants C([O:5][C:6](=[O:37])[CH2:7][O:8][C:9]1[C:14]2[CH2:15][CH2:16][CH2:17][CH2:18][CH:19]([NH:20][S:21]([C:24]3[CH:29]=[C:28]([C:30]([F:33])([F:32])[F:31])[CH:27]=[C:26]([C:34](=[O:36])[CH3:35])[CH:25]=3)(=[O:23])=[O:22])[C:13]=2[CH:12]=[CH:11][CH:10]=1)(C)(C)C.[OH-].[Na+], predict the reaction product. The product is: [C:34]([C:26]1[CH:25]=[C:24]([S:21]([NH:20][CH:19]2[C:13]3[CH:12]=[CH:11][CH:10]=[C:9]([O:8][CH2:7][C:6]([OH:37])=[O:5])[C:14]=3[CH2:15][CH2:16][CH2:17][CH2:18]2)(=[O:23])=[O:22])[CH:29]=[C:28]([C:30]([F:32])([F:31])[F:33])[CH:27]=1)(=[O:36])[CH3:35]. (4) Given the reactants Cl[C:2]1[CH:7]=[C:6]([C:8]2[CH:13]=[CH:12][C:11]([C:14]([F:17])([F:16])[F:15])=[CH:10][CH:9]=2)[N:5]=[CH:4][N:3]=1.[N:18]1[C:27]2[C:22](=[CH:23][CH:24]=[CH:25][C:26]=2[OH:28])[CH:21]=[CH:20][C:19]=1[OH:29].N12CCCN=C1CCCCC2, predict the reaction product. The product is: [F:15][C:14]([F:17])([F:16])[C:11]1[CH:12]=[CH:13][C:8]([C:6]2[N:5]=[CH:4][N:3]=[C:2]([O:28][C:26]3[CH:25]=[CH:24][CH:23]=[C:22]4[C:27]=3[NH:18][C:19](=[O:29])[CH:20]=[CH:21]4)[CH:7]=2)=[CH:9][CH:10]=1. (5) Given the reactants [CH:1]1([CH:7]=[O:8])[CH2:6][CH2:5][CH2:4][CH2:3][CH2:2]1.[F:9][C:10]([F:19])([F:18])[C:11]1[CH:12]=[C:13]([NH2:17])[CH:14]=[CH:15][CH:16]=1.[C:20]([OH:24])(=O)[C:21]#[CH:22].[N+:25]([CH:27]1[CH2:32][CH2:31][CH2:30][CH2:29][CH2:28]1)#[C-], predict the reaction product. The product is: [CH:27]1([NH:25][C:7]([C:1]2([N:17]([C:20](=[O:24])[C:21]#[CH:22])[C:13]3[CH:14]=[CH:15][CH:16]=[C:11]([C:10]([F:18])([F:19])[F:9])[CH:12]=3)[CH2:6][CH2:5][CH2:4][CH2:3][CH2:2]2)=[O:8])[CH2:32][CH2:31][CH2:30][CH2:29][CH2:28]1. (6) Given the reactants [S:1](Cl)([CH3:4])(=[O:3])=[O:2].[CH2:6]([C:10]1([CH2:23][OH:24])[CH2:15][CH2:14][N:13]([C:16]([O:18][C:19]([CH3:22])([CH3:21])[CH3:20])=[O:17])[CH2:12][CH2:11]1)[CH2:7][CH:8]=[CH2:9].O, predict the reaction product. The product is: [CH2:6]([C:10]1([CH2:23][O:24][S:1]([CH3:4])(=[O:3])=[O:2])[CH2:11][CH2:12][N:13]([C:16]([O:18][C:19]([CH3:20])([CH3:22])[CH3:21])=[O:17])[CH2:14][CH2:15]1)[CH2:7][CH:8]=[CH2:9]. (7) Given the reactants [C:1]([O:20][CH2:21][CH2:22][N:23]([C:46](=[O:52])[CH2:47][CH2:48][N:49]([CH3:51])[CH3:50])[CH2:24][CH2:25][O:26][C:27](=[O:45])[CH2:28][CH2:29][CH2:30][CH2:31][CH2:32][CH2:33][CH2:34]/[CH:35]=[CH:36]\[CH2:37][CH2:38][CH2:39][CH2:40][CH2:41][CH2:42][CH2:43][CH3:44])(=[O:19])[CH2:2][CH2:3][CH2:4][CH2:5][CH2:6][CH2:7][CH2:8]/[CH:9]=[CH:10]\[CH2:11][CH2:12][CH2:13][CH2:14][CH2:15][CH2:16][CH2:17][CH3:18].[Br:53][CH2:54][CH2:55][OH:56], predict the reaction product. The product is: [Br-:53].[C:1]([O:20][CH2:21][CH2:22][N:23]([CH2:24][CH2:25][O:26][C:27](=[O:45])[CH2:28][CH2:29][CH2:30][CH2:31][CH2:32][CH2:33][CH2:34]/[CH:35]=[CH:36]\[CH2:37][CH2:38][CH2:39][CH2:40][CH2:41][CH2:42][CH2:43][CH3:44])[C:46](=[O:52])[CH2:47][CH2:48][N+:49]([CH2:54][CH2:55][OH:56])([CH3:51])[CH3:50])(=[O:19])[CH2:2][CH2:3][CH2:4][CH2:5][CH2:6][CH2:7][CH2:8]/[CH:9]=[CH:10]\[CH2:11][CH2:12][CH2:13][CH2:14][CH2:15][CH2:16][CH2:17][CH3:18]. (8) Given the reactants FC(F)(F)C(O)=O.C(OC([N:15]1[CH2:20][CH2:19][N:18]([C:21]2[CH:22]=[CH:23][CH:24]=[C:25]3[C:29]=2[NH:28][CH:27]=[C:26]3[S:30][C:31]2[CH:36]=[CH:35][CH:34]=[CH:33][CH:32]=2)[CH2:17][CH2:16]1)=O)(C)(C)C.[OH-].[NH4+], predict the reaction product. The product is: [C:31]1([S:30][C:26]2[C:25]3[C:29](=[C:21]([N:18]4[CH2:19][CH2:20][NH:15][CH2:16][CH2:17]4)[CH:22]=[CH:23][CH:24]=3)[NH:28][CH:27]=2)[CH:32]=[CH:33][CH:34]=[CH:35][CH:36]=1. (9) Given the reactants [Cl:1][C:2]1[C:3]([F:44])=[C:4]([CH:41]=[CH:42][CH:43]=1)[CH2:5][NH:6][C:7]([C@@H:9]1[CH2:13][C@@H:12]([F:14])[CH2:11][N:10]1[C:15](=[O:40])[CH2:16][N:17]1[C:25]2[C:20](=[CH:21][CH:22]=[C:23]([P:26](=[O:33])([O:30]CC)[O:27]CC)[CH:24]=2)[C:19]([C:34](=[O:39])[C:35]([F:38])([F:37])[F:36])=[CH:18]1)=[O:8].C[Si](Br)(C)C, predict the reaction product. The product is: [Cl:1][C:2]1[C:3]([F:44])=[C:4]([CH:41]=[CH:42][CH:43]=1)[CH2:5][NH:6][C:7]([C@@H:9]1[CH2:13][C@@H:12]([F:14])[CH2:11][N:10]1[C:15](=[O:40])[CH2:16][N:17]1[C:25]2[C:20](=[CH:21][CH:22]=[C:23]([P:26](=[O:27])([OH:30])[OH:33])[CH:24]=2)[C:19]([C:34](=[O:39])[C:35]([F:36])([F:38])[F:37])=[CH:18]1)=[O:8].